This data is from Full USPTO retrosynthesis dataset with 1.9M reactions from patents (1976-2016). The task is: Predict the reactants needed to synthesize the given product. (1) Given the product [CH3:17][N:14]1[CH2:15][CH2:16][N:11]([C:8]2[CH:7]=[CH:6][C:5]([N+:2]([O-:4])=[O:3])=[CH:10][CH:9]=2)[CH2:12][CH2:13]1, predict the reactants needed to synthesize it. The reactants are: Cl.[N+:2]([C:5]1[CH:10]=[CH:9][C:8]([N:11]2[CH2:16][CH2:15][NH:14][CH2:13][CH2:12]2)=[CH:7][CH:6]=1)([O-:4])=[O:3].[CH:17](O)=O.C=O.[OH-].[Na+]. (2) Given the product [C:8]([NH:12][C:13]([C:15]1[C:23]2[C:18](=[N:19][CH:20]=[C:21]([NH:24][C@H:25]3[CH2:30][CH2:29][NH:28][C@@H:27]([CH3:31])[CH2:26]3)[N:22]=2)[NH:17][CH:16]=1)=[O:14])([CH3:11])([CH3:9])[CH3:10], predict the reactants needed to synthesize it. The reactants are: C(O)(C(F)(F)F)=O.[C:8]([NH:12][C:13]([C:15]1[C:23]2[C:18](=[N:19][CH:20]=[C:21]([NH:24][C@H:25]3[CH2:30][CH2:29][NH:28][C@@H:27]([CH3:31])[CH2:26]3)[N:22]=2)[N:17](CO)[CH:16]=1)=[O:14])([CH3:11])([CH3:10])[CH3:9].C(Cl)Cl.